Dataset: Reaction yield outcomes from USPTO patents with 853,638 reactions. Task: Predict the reaction yield, written as a fraction of the theoretical maximum amount of product (1.0 means a 100% yield; for example, 0.34 means a 34% yield). (1) The reactants are [CH2:1]([NH:8][C@H:9]([CH2:17][OH:18])[CH2:10][C:11]1[CH:16]=[CH:15][CH:14]=[CH:13][CH:12]=1)[C:2]1[CH:7]=[CH:6][CH:5]=[CH:4][CH:3]=1.CO.[C:21](O[C:21]([O:23][C:24]([CH3:27])([CH3:26])[CH3:25])=[O:22])([O:23][C:24]([CH3:27])([CH3:26])[CH3:25])=[O:22]. The catalyst is C(N(CC)CC)C. The product is [C:24]([O:23][C:21]([N:8]([CH2:1][C:2]1[CH:7]=[CH:6][CH:5]=[CH:4][CH:3]=1)[C@H:9]([CH2:17][OH:18])[CH2:10][C:11]1[CH:16]=[CH:15][CH:14]=[CH:13][CH:12]=1)=[O:22])([CH3:27])([CH3:26])[CH3:25]. The yield is 0.970. (2) The reactants are [Cl:1][C:2]1[C:6]([Cl:7])=[C:5]([CH3:8])[NH:4][C:3]=1[C:9]([NH:11][C@@H:12]1[CH2:17][CH2:16][N:15](C(OC)=O)[CH2:14][C@@H:13]1[CH3:22])=[O:10].[OH-].[K+].O.NN.O. The catalyst is C(O)CO. The product is [Cl:1][C:2]1[C:6]([Cl:7])=[C:5]([CH3:8])[NH:4][C:3]=1[C:9]([NH:11][C@@H:12]1[CH2:17][CH2:16][NH:15][CH2:14][C@@H:13]1[CH3:22])=[O:10]. The yield is 0.630.